This data is from Full USPTO retrosynthesis dataset with 1.9M reactions from patents (1976-2016). The task is: Predict the reactants needed to synthesize the given product. Given the product [N:8]1([C:1]([O:3][C:4]([CH3:5])([CH3:6])[CH3:7])=[O:2])[CH2:15][CH2:14][CH2:13][C@H:9]1[C:10]([NH:16][CH2:17][C:18]([NH:20][CH2:21][C:22]([NH:24][CH2:25][C:26]([O:28][CH2:29][C:30]1[CH:31]=[CH:32][CH:33]=[CH:34][CH:35]=1)=[O:27])=[O:23])=[O:19])=[O:12], predict the reactants needed to synthesize it. The reactants are: [C:1]([N:8]1[CH2:15][CH2:14][CH2:13][C@H:9]1[C:10]([OH:12])=O)([O:3][C:4]([CH3:7])([CH3:6])[CH3:5])=[O:2].[NH2:16][CH2:17][C:18]([NH:20][CH2:21][C:22]([NH:24][CH2:25][C:26]([O:28][CH2:29][C:30]1[CH:35]=[CH:34][CH:33]=[CH:32][CH:31]=1)=[O:27])=[O:23])=[O:19].CC1C=CC(S(O)(=O)=O)=CC=1.Cl.CN(C)CCCN=C=NCC.